From a dataset of Reaction yield outcomes from USPTO patents with 853,638 reactions. Predict the reaction yield, written as a fraction of the theoretical maximum amount of product (1.0 means a 100% yield; for example, 0.34 means a 34% yield). (1) The reactants are Br[C:2]1[N:3]=[C:4]([NH:10][C:11]2[CH:16]=[CH:15][C:14]([CH:17]3[C:22](=[O:23])[N:21]([CH3:24])[CH2:20][CH2:19][N:18]3[CH3:25])=[CH:13][CH:12]=2)[C:5](=[O:9])[N:6]([CH3:8])[CH:7]=1.[CH3:26][C:27]1[C:32](B2OC(C)(C)C(C)(C)O2)=[CH:31][CH:30]=[CH:29][C:28]=1[NH2:42].C(=O)([O-])[O-].[Na+].[Na+].Cl. The catalyst is O.C1C=CC([P]([Pd]([P](C2C=CC=CC=2)(C2C=CC=CC=2)C2C=CC=CC=2)([P](C2C=CC=CC=2)(C2C=CC=CC=2)C2C=CC=CC=2)[P](C2C=CC=CC=2)(C2C=CC=CC=2)C2C=CC=CC=2)(C2C=CC=CC=2)C2C=CC=CC=2)=CC=1.C(OCC)(=O)C.O1CCOCC1. The product is [NH2:42][C:28]1[C:27]([CH3:26])=[C:32]([C:2]2[N:3]=[C:4]([NH:10][C:11]3[CH:16]=[CH:15][C:14]([CH:17]4[C:22](=[O:23])[N:21]([CH3:24])[CH2:20][CH2:19][N:18]4[CH3:25])=[CH:13][CH:12]=3)[C:5](=[O:9])[N:6]([CH3:8])[CH:7]=2)[CH:31]=[CH:30][CH:29]=1. The yield is 0.860. (2) The reactants are [NH2:1][C:2]([CH3:6])([CH3:5])[C:3]#[N:4].C(N(CC)CC)C.[N:14]([C:17]1[CH:24]=[CH:23][C:20]([C:21]#[N:22])=[C:19]([C:25]([F:28])([F:27])[F:26])[CH:18]=1)=[C:15]=[O:16]. The catalyst is ClCCCl. The product is [CH3:5][C:2]1([CH3:6])[C:3](=[NH:4])[N:14]([C:17]2[CH:24]=[CH:23][C:20]([C:21]#[N:22])=[C:19]([C:25]([F:26])([F:27])[F:28])[CH:18]=2)[C:15](=[O:16])[NH:1]1. The yield is 0.470. (3) The reactants are [CH3:1][O:2][C:3](=[O:13])[C:4]([CH3:12])([CH3:11])[CH2:5][O:6]S(C)(=O)=O.[Br:14][C:15]1[CH:20]=[CH:19][CH:18]=[CH:17][C:16]=1O.C([O-])([O-])=O.[Cs+].[Cs+]. The catalyst is C(#N)C. The product is [CH3:1][O:2][C:3](=[O:13])[C:4]([CH3:12])([CH3:11])[CH2:5][O:6][C:16]1[CH:17]=[CH:18][CH:19]=[CH:20][C:15]=1[Br:14]. The yield is 0.700. (4) The catalyst is C1C=CC(P(C2C=CC=CC=2)[C-]2C=CC=C2)=CC=1.C1C=CC(P(C2C=CC=CC=2)[C-]2C=CC=C2)=CC=1.Cl[Pd]Cl.[Fe+2]. The product is [CH3:12][C:13]1([CH3:29])[C:17]([CH3:19])([CH3:18])[O:16][B:15]([C:2]2[CH:10]=[C:9]3[C:5]([CH2:6][NH:7][C:8]3=[O:11])=[CH:4][CH:3]=2)[O:14]1. The yield is 0.620. The reactants are Br[C:2]1[CH:10]=[C:9]2[C:5]([CH2:6][NH:7][C:8]2=[O:11])=[CH:4][CH:3]=1.[CH3:12][C:13]1([CH3:29])[C:17]([CH3:19])([CH3:18])[O:16][B:15]([B:15]2[O:16][C:17]([CH3:19])([CH3:18])[C:13]([CH3:29])([CH3:12])[O:14]2)[O:14]1.C([O-])(=O)C.[K+]. (5) The reactants are [Cl:1][C:2]1[CH:7]=[C:6]([NH:8][C:9]2[N:14]=[C:13](Cl)[N:12]=[C:11]([NH:16][CH:17]3[CH2:23][CH2:22][CH2:21][CH2:20][CH2:19][CH2:18]3)[N:10]=2)[CH:5]=[CH:4][C:3]=1[OH:24].[CH3:25][N:26]1[CH2:31][CH2:30][CH:29]([NH:32][CH3:33])[CH2:28][CH2:27]1.[OH-].[Na+].O. The catalyst is C1COCC1. The product is [Cl:1][C:2]1[CH:7]=[C:6]([NH:8][C:9]2[N:10]=[C:11]([NH:16][CH:17]3[CH2:23][CH2:22][CH2:21][CH2:20][CH2:19][CH2:18]3)[N:12]=[C:13]([N:32]([CH3:33])[CH:29]3[CH2:30][CH2:31][N:26]([CH3:25])[CH2:27][CH2:28]3)[N:14]=2)[CH:5]=[CH:4][C:3]=1[OH:24]. The yield is 0.140. (6) The reactants are [OH:1][C@@H:2]([CH2:6][CH:7]([CH3:9])[CH3:8])[C:3]([OH:5])=[O:4].[CH3:10]O. No catalyst specified. The product is [OH:1][C@@H:2]([CH2:6][CH:7]([CH3:9])[CH3:8])[C:3]([O:5][CH3:10])=[O:4]. The yield is 0.640. (7) The reactants are [S:1]1(=O)[C:5]2[CH:6]=[CH:7][CH:8]=[CH:9][C:4]=2N=C1.CC[N:13]([CH:17](C)C)C(C)C.C([O-])([O-])=[O:21].[Cs+].[Cs+].Br[CH2:27][C:28]([O:30][CH3:31])=[O:29]. The catalyst is C(Cl)Cl. The product is [O:21]=[C:17]1[C:4]2[CH:9]=[CH:8][CH:7]=[CH:6][C:5]=2[S:1][N:13]1[CH2:27][C:28]([O:30][CH3:31])=[O:29]. The yield is 0.670. (8) The yield is 1.00. The product is [NH2:38][C:20]1[N:19]=[C:16]2[CH:15]=[CH:14][C:13]([O:12][C:11]3[CH:28]=[CH:29][C:30]([CH3:31])=[C:9]([NH:8][C:6](=[O:7])[O:5][C:1]([CH3:2])([CH3:3])[CH3:4])[CH:10]=3)=[CH:18][N:17]2[N:22]=1. The catalyst is CO. The reactants are [C:1]([O:5][C:6]([NH:8][C:9]1[CH:10]=[C:11]([CH:28]=[CH:29][C:30]=1[CH3:31])[O:12][C:13]1[CH:14]=[CH:15][C:16]([NH:19][C:20]([NH:22]C(=O)OCC)=S)=[N:17][CH:18]=1)=[O:7])([CH3:4])([CH3:3])[CH3:2].[Cl-].O[NH3+].C([N:38](CC)C(C)C)(C)C.C(O)C.